From a dataset of Forward reaction prediction with 1.9M reactions from USPTO patents (1976-2016). Predict the product of the given reaction. Given the reactants [CH:1]1([N:5]2[CH2:10][CH2:9][N:8]([C:11]([C:13]3[CH:14]=[C:15]4[C:19](=[CH:20][CH:21]=3)[NH:18][C:17]([C:22]([N:24]3[CH2:29][CH2:28][C:27]([F:31])([F:30])[CH2:26][CH2:25]3)=[O:23])=[CH:16]4)=[O:12])[CH2:7][CH2:6]2)[CH2:4][CH2:3][CH2:2]1.[O:32]1[CH2:37][CH2:36][N:35]([C:38]2[CH:43]=[CH:42][C:41](B(O)O)=[CH:40][N:39]=2)[CH2:34][CH2:33]1.N1C=CC=CC=1, predict the reaction product. The product is: [CH:1]1([N:5]2[CH2:6][CH2:7][N:8]([C:11]([C:13]3[CH:14]=[C:15]4[C:19](=[CH:20][CH:21]=3)[N:18]([C:41]3[CH:40]=[N:39][C:38]([N:35]5[CH2:34][CH2:33][O:32][CH2:37][CH2:36]5)=[CH:43][CH:42]=3)[C:17]([C:22]([N:24]3[CH2:25][CH2:26][C:27]([F:30])([F:31])[CH2:28][CH2:29]3)=[O:23])=[CH:16]4)=[O:12])[CH2:9][CH2:10]2)[CH2:2][CH2:3][CH2:4]1.